This data is from Forward reaction prediction with 1.9M reactions from USPTO patents (1976-2016). The task is: Predict the product of the given reaction. (1) Given the reactants O1C=[CH:4][C:3]([C:6](O)=O)=[CH:2]1.[S:9]1[CH:13]=[CH:12][C:11]([C:14]([OH:16])=[O:15])=[CH:10]1, predict the reaction product. The product is: [C:14]([C:13]1[S:9][CH:10]=[C:11]([C:14]([O:16][C:3]([CH3:2])([CH3:4])[CH3:6])=[O:15])[CH:12]=1)(=[O:15])[CH2:11][CH3:10]. (2) Given the reactants C1([NH:7][C:8]([C:10]2[C:11](=[O:28])[N:12]([CH2:21][C:22]3[CH:27]=[CH:26][CH:25]=[CH:24][CH:23]=3)[C:13]3[C:18]([C:19]=2O)=[CH:17][CH:16]=[CH:15][N:14]=3)=O)CCCCC1.O=P(Cl)(Cl)[Cl:31], predict the reaction product. The product is: [CH2:21]([N:12]1[C:13]2[C:18](=[CH:17][CH:16]=[CH:15][N:14]=2)[C:19]([Cl:31])=[C:10]([C:8]#[N:7])[C:11]1=[O:28])[C:22]1[CH:27]=[CH:26][CH:25]=[CH:24][CH:23]=1.